This data is from Reaction yield outcomes from USPTO patents with 853,638 reactions. The task is: Predict the reaction yield, written as a fraction of the theoretical maximum amount of product (1.0 means a 100% yield; for example, 0.34 means a 34% yield). The reactants are C[O:2][C:3]([C:5]1[N:6]([CH2:10][C:11]2[N:12]([CH3:28])[N:13]=[C:14]3[C:19]=2[CH:18]=[CH:17][CH:16]=[C:15]3[C:20]2[CH:25]=[CH:24][C:23]([Cl:26])=[CH:22][C:21]=2[Cl:27])[N:7]=[CH:8][N:9]=1)=O.[Li+].[BH4-].O. The catalyst is CO. The product is [Cl:27][C:21]1[CH:22]=[C:23]([Cl:26])[CH:24]=[CH:25][C:20]=1[C:15]1[C:14]2[C:19](=[C:11]([CH2:10][N:6]3[C:5]([CH2:3][OH:2])=[N:9][CH:8]=[N:7]3)[N:12]([CH3:28])[N:13]=2)[CH:18]=[CH:17][CH:16]=1. The yield is 0.510.